From a dataset of Forward reaction prediction with 1.9M reactions from USPTO patents (1976-2016). Predict the product of the given reaction. The product is: [CH3:8][S:9][C:10]1[N:15]=[C:14]([C:16]([NH2:2])=[O:17])[CH:13]=[C:12]([C:19]2[CH:24]=[CH:23][CH:22]=[CH:21][CH:20]=2)[N:11]=1. Given the reactants C[N:2]1CCOCC1.[CH3:8][S:9][C:10]1[N:15]=[C:14]([C:16](O)=[O:17])[CH:13]=[C:12]([C:19]2[CH:24]=[CH:23][CH:22]=[CH:21][CH:20]=2)[N:11]=1.[Cl-].[NH4+].C1C=CC2N(O)N=NC=2C=1.C(Cl)CCl, predict the reaction product.